Dataset: Full USPTO retrosynthesis dataset with 1.9M reactions from patents (1976-2016). Task: Predict the reactants needed to synthesize the given product. Given the product [CH3:14][S:11]([C:8]1[CH:9]=[CH:10][C:2]([O:18][CH2:17][C:16]([F:20])([F:19])[F:15])=[C:3]([CH:7]=1)[C:4]([OH:6])=[O:5])(=[O:13])=[O:12], predict the reactants needed to synthesize it. The reactants are: Cl[C:2]1[CH:10]=[CH:9][C:8]([S:11]([CH3:14])(=[O:13])=[O:12])=[CH:7][C:3]=1[C:4]([OH:6])=[O:5].[F:15][C:16]([F:20])([F:19])[CH2:17][OH:18].